From a dataset of Full USPTO retrosynthesis dataset with 1.9M reactions from patents (1976-2016). Predict the reactants needed to synthesize the given product. (1) Given the product [Cl:1][C:2]1[CH:3]=[CH:4][C:5]([N:8]([CH3:31])[S:9]([C:12]2[CH:13]=[C:14]([CH:28]=[CH:29][CH:30]=2)[C:15]([NH:17][C:18]2[CH:27]=[CH:26][C:21]([C:22]([OH:24])=[O:23])=[CH:20][N:19]=2)=[O:16])(=[O:10])=[O:11])=[CH:6][CH:7]=1, predict the reactants needed to synthesize it. The reactants are: [Cl:1][C:2]1[CH:7]=[CH:6][C:5]([N:8]([CH3:31])[S:9]([C:12]2[CH:13]=[C:14]([CH:28]=[CH:29][CH:30]=2)[C:15]([NH:17][C:18]2[CH:27]=[CH:26][C:21]([C:22]([O:24]C)=[O:23])=[CH:20][N:19]=2)=[O:16])(=[O:11])=[O:10])=[CH:4][CH:3]=1.C([O-])([O-])=O.[K+].[K+]. (2) Given the product [CH3:13][O:14][C:15]1[CH:16]=[C:17]([NH:23][C:24]2[N:28]([CH2:29][CH2:30][CH2:31][N:32]([CH3:41])[CH2:33][CH2:34][C:35]3[CH:40]=[CH:39][CH:38]=[CH:37][N:36]=3)[C:27]3[CH:42]=[CH:43][C:44]([C:46](=[O:47])[CH2:55][CH2:54][C:50]4[S:49][CH:53]=[CH:52][CH:51]=4)=[CH:45][C:26]=3[N:25]=2)[CH:18]=[C:19]([O:21][CH3:22])[CH:20]=1, predict the reactants needed to synthesize it. The reactants are: C(N1C=CN=C1)(N1C=CN=C1)=O.[CH3:13][O:14][C:15]1[CH:16]=[C:17]([NH:23][C:24]2[N:28]([CH2:29][CH2:30][CH2:31][N:32]([CH3:41])[CH2:33][CH2:34][C:35]3[CH:40]=[CH:39][CH:38]=[CH:37][N:36]=3)[C:27]3[CH:42]=[CH:43][C:44]([C:46](O)=[O:47])=[CH:45][C:26]=3[N:25]=2)[CH:18]=[C:19]([O:21][CH3:22])[CH:20]=1.[S:49]1[CH:53]=[CH:52][CH:51]=[C:50]1[CH2:54][CH2:55]N.N.CN=C=S. (3) The reactants are: [Br:1][C:2]1[CH:7]=[CH:6][CH:5]=[C:4]([N+:8]([O-])=O)[C:3]=1CN.[Cl-].[NH4+:14].[CH3:15]O. Given the product [Br:1][C:2]1[CH:7]=[CH:6][CH:5]=[C:4]([NH2:8])[C:3]=1[NH:14][CH3:15], predict the reactants needed to synthesize it. (4) Given the product [CH3:19][S:20]([CH2:2][CH2:3][CH2:4][CH2:5][CH2:6][C:7]([O:9][CH2:10][CH3:11])=[O:8])(=[O:22])=[O:21], predict the reactants needed to synthesize it. The reactants are: O[CH2:2][CH2:3][CH2:4][CH2:5][CH2:6][C:7]([O:9][CH2:10][CH3:11])=[O:8].C(N(CC)CC)C.[CH3:19][S:20](Cl)(=[O:22])=[O:21].